From a dataset of Forward reaction prediction with 1.9M reactions from USPTO patents (1976-2016). Predict the product of the given reaction. (1) Given the reactants [Br:1][C:2]1[CH:10]=[C:9]([O:11][CH3:12])[C:5]([C:6]([OH:8])=O)=[C:4]([F:13])[CH:3]=1.C(Cl)(=O)C(Cl)=O.[Cl:20][C:21]1[CH:28]=[CH:27][C:24]([CH2:25][NH2:26])=[CH:23][CH:22]=1.C(N(CC)CC)C, predict the reaction product. The product is: [Br:1][C:2]1[CH:10]=[C:9]([O:11][CH3:12])[C:5]([C:6]([NH:26][CH2:25][C:24]2[CH:27]=[CH:28][C:21]([Cl:20])=[CH:22][CH:23]=2)=[O:8])=[C:4]([F:13])[CH:3]=1. (2) The product is: [CH3:25][C:26]1[C:30]([NH:31][C:32]([N:15]2[CH2:16][CH2:17][N:12]([C:10]3[S:9][N:8]=[C:7]([C:1]4[CH:2]=[CH:3][CH:4]=[CH:5][CH:6]=4)[N:11]=3)[CH2:13][CH2:14]2)=[O:33])=[C:29]([CH3:34])[O:28][N:27]=1. Given the reactants [C:1]1([C:7]2[N:11]=[C:10]([N:12]3[CH2:17][CH2:16][NH:15][CH2:14][CH2:13]3)[S:9][N:8]=2)[CH:6]=[CH:5][CH:4]=[CH:3][CH:2]=1.C(N(CC)CC)C.[CH3:25][C:26]1[C:30]([N:31]=[C:32]=[O:33])=[C:29]([CH3:34])[O:28][N:27]=1, predict the reaction product. (3) Given the reactants [Al+3].[Cl-].[Cl-].[Cl-].C[O:6][C:7]1[CH:12]=[C:11]([O:13][CH3:14])[CH:10]=[C:9]([O:15][CH3:16])[C:8]=1[O:17][CH3:18].[C:19](Cl)([CH3:21])=[O:20].[Al], predict the reaction product. The product is: [OH:6][C:7]1[C:8]([O:17][CH3:18])=[C:9]([O:15][CH3:16])[CH:10]=[C:11]([O:13][CH3:14])[C:12]=1[C:19](=[O:20])[CH3:21]. (4) Given the reactants [CH3:1][O:2][C:3]([C:5]1[C:6]2[CH:7]=[N:8][NH:9][C:10]=2[CH:11]=[CH:12][CH:13]=1)=[O:4].[CH2:14](I)[CH2:15][CH2:16][CH3:17], predict the reaction product. The product is: [CH3:1][O:2][C:3]([C:5]1[C:6]2[CH:7]=[N:8][N:9]([CH2:14][CH2:15][CH2:16][CH3:17])[C:10]=2[CH:11]=[CH:12][CH:13]=1)=[O:4]. (5) Given the reactants [Cl:1][C:2]1[CH:7]=[CH:6][C:5]([C:8]2[N:12]([C:13]3[CH:18]=[CH:17][C:16]([Cl:19])=[CH:15][C:14]=3[Cl:20])[N:11]=[C:10]([C:21](O)=O)[C:9]=2[CH3:24])=[CH:4][CH:3]=1.C(Cl)(=O)C(Cl)=O.Cl.[NH2:32][C:33]([CH3:38])([CH3:37])[C:34]([NH2:36])=[O:35].C(N(CC)CC)C.O=P(Cl)(Cl)Cl, predict the reaction product. The product is: [Cl:1][C:2]1[CH:7]=[CH:6][C:5]([C:8]2[N:12]([C:13]3[CH:18]=[CH:17][C:16]([Cl:19])=[CH:15][C:14]=3[Cl:20])[N:11]=[C:10]([C:21]3[NH:36][C:34](=[O:35])[C:33]([CH3:38])([CH3:37])[N:32]=3)[C:9]=2[CH3:24])=[CH:4][CH:3]=1. (6) Given the reactants [C:1]([O:5][C:6]([N:8]1[CH2:12][CH2:11][CH:10]([CH2:13][C:14]2[N:22]3[C:17]([C:18]([NH2:23])=[N:19][CH:20]=[N:21]3)=[C:16](Br)[CH:15]=2)[CH2:9]1)=[O:7])([CH3:4])([CH3:3])[CH3:2].[CH2:25]([N:32]1[CH:40]=[C:39]2[C:34]([CH:35]=[C:36](B3OC(C)(C)C(C)(C)O3)[CH:37]=[CH:38]2)=[N:33]1)[C:26]1[CH:31]=[CH:30][CH:29]=[CH:28][CH:27]=1.C([O-])([O-])=O.[Na+].[Na+], predict the reaction product. The product is: [C:1]([O:5][C:6]([N:8]1[CH2:12][CH2:11][CH:10]([CH2:13][C:14]2[N:22]3[C:17]([C:18]([NH2:23])=[N:19][CH:20]=[N:21]3)=[C:16]([C:36]3[CH:37]=[CH:38][C:39]4[C:34]([CH:35]=3)=[N:33][N:32]([CH2:25][C:26]3[CH:31]=[CH:30][CH:29]=[CH:28][CH:27]=3)[CH:40]=4)[CH:15]=2)[CH2:9]1)=[O:7])([CH3:4])([CH3:3])[CH3:2]. (7) Given the reactants C([O:3][C:4]([C:6]1[C:7]([C:17]([F:20])([F:19])[F:18])=[N:8][C:9]2[C:14]([C:15]=1[OH:16])=[CH:13][CH:12]=[CH:11][CH:10]=2)=[O:5])C.ClCCl, predict the reaction product. The product is: [OH:16][C:15]1[C:14]2[C:9](=[CH:10][CH:11]=[CH:12][CH:13]=2)[N:8]=[C:7]([C:17]([F:20])([F:18])[F:19])[C:6]=1[C:4]([OH:5])=[O:3].